Dataset: Catalyst prediction with 721,799 reactions and 888 catalyst types from USPTO. Task: Predict which catalyst facilitates the given reaction. (1) Reactant: Br[C:2]1[CH:9]=[C:8]([O:10][C:11]2[CH:16]=[CH:15][CH:14]=[C:13]([O:17][CH3:18])[CH:12]=2)[CH:7]=[CH:6][C:3]=1[CH:4]=[O:5].[B:19]1([B:19]2[O:23][C:22]([CH3:25])([CH3:24])[C:21]([CH3:27])([CH3:26])[O:20]2)[O:23][C:22]([CH3:25])([CH3:24])[C:21]([CH3:27])([CH3:26])[O:20]1.CC([O-])=O.[K+]. Product: [CH3:18][O:17][C:13]1[CH:12]=[C:11]([CH:16]=[CH:15][CH:14]=1)[O:10][C:8]1[CH:7]=[CH:6][C:3]([CH:4]=[O:5])=[C:2]([B:19]2[O:23][C:22]([CH3:25])([CH3:24])[C:21]([CH3:27])([CH3:26])[O:20]2)[CH:9]=1. The catalyst class is: 12. (2) Reactant: [Cl:1][C:2]1[C:3]([CH3:18])=[C:4]([Cl:17])[C:5]2[O:10][CH2:9][C:8](=[O:11])[N:7]([CH2:12][CH2:13][CH2:14]Cl)[C:6]=2[CH:16]=1.C([O-])([O-])=O.[K+].[K+].[Na+].[I-].[CH2:27]([CH:31]1[CH2:36][CH2:35][NH:34][CH2:33][CH2:32]1)[CH2:28][CH2:29][CH3:30]. Product: [CH2:27]([CH:31]1[CH2:36][CH2:35][N:34]([CH2:14][CH2:13][CH2:12][N:7]2[C:6]3[CH:16]=[C:2]([Cl:1])[C:3]([CH3:18])=[C:4]([Cl:17])[C:5]=3[O:10][CH2:9][C:8]2=[O:11])[CH2:33][CH2:32]1)[CH2:28][CH2:29][CH3:30]. The catalyst class is: 243. (3) Reactant: [CH3:1][C:2]1[CH:7]=[CH:6][CH:5]=[C:4]([CH3:8])[C:3]=1[C:9]1[NH:10][C:11]2[CH:17]=[C:16]([C:18]([OH:20])=O)[CH:15]=[CH:14][C:12]=2[N:13]=1.C1(C)C=CC=CC=1.O=S(Cl)[Cl:30]. Product: [ClH:30].[CH3:1][C:2]1[CH:7]=[CH:6][CH:5]=[C:4]([CH3:8])[C:3]=1[C:9]1[NH:10][C:11]2[CH:17]=[C:16]([C:18]([Cl:30])=[O:20])[CH:15]=[CH:14][C:12]=2[N:13]=1. The catalyst class is: 3. (4) Reactant: [Br:1][C:2]1[CH:14]=[CH:13][C:5]2[NH:6][C:7]([C:9]([Cl:12])([F:11])[F:10])=[N:8][C:4]=2[CH:3]=1.[CH3:15][C:16]([O:19][C:20](O[C:20]([O:19][C:16]([CH3:18])([CH3:17])[CH3:15])=[O:21])=[O:21])([CH3:18])[CH3:17].CCN(CC)CC. Product: [C:16]([O:19][C:20]([N:6]1[C:5]2[CH:13]=[CH:14][C:2]([Br:1])=[CH:3][C:4]=2[N:8]=[C:7]1[C:9]([Cl:12])([F:11])[F:10])=[O:21])([CH3:18])([CH3:17])[CH3:15]. The catalyst class is: 79.